Dataset: Full USPTO retrosynthesis dataset with 1.9M reactions from patents (1976-2016). Task: Predict the reactants needed to synthesize the given product. (1) Given the product [Br:3][C:4]1[CH:9]=[C:8]([Br:10])[N:7]=[C:6]([C:11]([O:13][CH3:14])=[O:12])[C:5]=1[O:15][CH2:16][C:17]1[CH:22]=[CH:21][CH:20]=[CH:19][CH:18]=1, predict the reactants needed to synthesize it. The reactants are: [H-].[Na+].[Br:3][C:4]1[CH:9]=[C:8]([Br:10])[N:7]=[C:6]([C:11]([O:13][CH3:14])=[O:12])[C:5]=1[OH:15].[CH2:16](Cl)[C:17]1[CH:22]=[CH:21][CH:20]=[CH:19][CH:18]=1.O. (2) Given the product [NH2:10][C:11]1[CH:16]=[CH:15][C:14]([C:17]2[CH:18]=[CH:19][CH:20]=[CH:21][CH:22]=2)=[CH:13][C:12]=1[NH:23][C:24](=[O:40])[C:25]1[CH:30]=[CH:29][C:28]([Si:31]([OH:39])([CH3:38])[C:32]2[CH:33]=[CH:34][CH:35]=[CH:36][CH:37]=2)=[CH:27][CH:26]=1, predict the reactants needed to synthesize it. The reactants are: C(OC(=O)[NH:10][C:11]1[CH:16]=[CH:15][C:14]([C:17]2[CH:22]=[CH:21][CH:20]=[CH:19][CH:18]=2)=[CH:13][C:12]=1[NH:23][C:24](=[O:40])[C:25]1[CH:30]=[CH:29][C:28]([Si:31]([OH:39])([CH3:38])[C:32]2[CH:37]=[CH:36][CH:35]=[CH:34][CH:33]=2)=[CH:27][CH:26]=1)C1C=CC=CC=1.[H][H].C([O-])(O)=O.[Na+]. (3) Given the product [C:18]1([CH:11]([N:7]2[C:6]3[CH:5]=[C:4]([C:24]([F:26])([F:27])[F:25])[CH:3]=[CH:2][C:10]=3[N:9]=[CH:8]2)[CH2:12][C:13]([O:15][CH2:16][CH3:17])=[O:14])[CH:23]=[CH:22][CH:21]=[CH:20][CH:19]=1, predict the reactants needed to synthesize it. The reactants are: Br[C:2]1[C:10]2[N:9]=[CH:8][N:7]([C:11]([C:18]3[CH:23]=[CH:22][CH:21]=[CH:20][CH:19]=3)=[CH:12][C:13]([O:15][CH2:16][CH3:17])=[O:14])[C:6]=2[CH:5]=[C:4]([C:24]([F:27])([F:26])[F:25])[CH:3]=1.[NH4+]. (4) The reactants are: [O:1]=[C:2]1[CH2:7][CH2:6][N:5]([C:8]([O:10][C:11]([CH3:14])([CH3:13])[CH3:12])=[O:9])[CH2:4][CH2:3]1.[CH:15]([N-]C(C)C)(C)C.[Li+].IC. Given the product [CH3:15][CH:7]1[C:2](=[O:1])[CH2:3][CH2:4][N:5]([C:8]([O:10][C:11]([CH3:14])([CH3:13])[CH3:12])=[O:9])[CH2:6]1, predict the reactants needed to synthesize it. (5) Given the product [CH2:1]([N:3]1[CH:8]=[C:7]([C:9]2[C:10]([N:25]3[C:29]([CH3:30])=[CH:28][C:27]([C:31]([F:32])([F:33])[F:34])=[N:26]3)=[N:11][C:12]([NH:15][C:16]3[CH:21]=[C:20]([CH3:22])[CH:19]=[C:18]([O:23][CH3:24])[CH:17]=3)=[N:13][CH:14]=2)[CH:6]=[C:5]([C:35]([OH:37])=[O:36])[C:4]1=[O:40])[CH3:2], predict the reactants needed to synthesize it. The reactants are: [CH2:1]([N:3]1[CH:8]=[C:7]([C:9]2[C:10]([N:25]3[C:29]([CH3:30])=[CH:28][C:27]([C:31]([F:34])([F:33])[F:32])=[N:26]3)=[N:11][C:12]([NH:15][C:16]3[CH:21]=[C:20]([CH3:22])[CH:19]=[C:18]([O:23][CH3:24])[CH:17]=3)=[N:13][CH:14]=2)[CH:6]=[C:5]([C:35]([O:37]CC)=[O:36])[C:4]1=[O:40])[CH3:2].O.[OH-].[Na+].